This data is from Catalyst prediction with 721,799 reactions and 888 catalyst types from USPTO. The task is: Predict which catalyst facilitates the given reaction. (1) Reactant: Cl[C:2]1[N:7]=[C:6]([Cl:8])[N:5]=[C:4]([N:9]2[CH2:14][CH2:13][O:12][CH2:11][CH2:10]2)[N:3]=1.C(=O)([O-])[O-].[K+].[K+].[NH2:21][C:22]1[CH:23]=[C:24]([Cl:34])[C:25]2[NH:29][C:28]([CH:30]([F:32])[F:31])=[N:27][C:26]=2[CH:33]=1. Product: [NH2:21][C:22]1[CH:23]=[C:24]([Cl:34])[C:25]2[N:29]=[C:28]([CH:30]([F:31])[F:32])[N:27]([C:2]3[N:7]=[C:6]([Cl:8])[N:5]=[C:4]([N:9]4[CH2:14][CH2:13][O:12][CH2:11][CH2:10]4)[N:3]=3)[C:26]=2[CH:33]=1. The catalyst class is: 21. (2) Product: [F:24][C:4]1[CH:3]=[C:2]([B:25]2[O:29][C:28]([CH3:31])([CH3:30])[C:27]([CH3:33])([CH3:32])[O:26]2)[C:7]([F:8])=[CH:6][C:5]=1[C:9]1[N:13]([C@H:14]2[CH2:18][CH2:17][O:16][CH2:15]2)[N:12]=[CH:11][C:10]=1[C:19]([O:21][CH2:22][CH3:23])=[O:20]. The catalyst class is: 3. Reactant: Br[C:2]1[C:7]([F:8])=[CH:6][C:5]([C:9]2[N:13]([C@H:14]3[CH2:18][CH2:17][O:16][CH2:15]3)[N:12]=[CH:11][C:10]=2[C:19]([O:21][CH2:22][CH3:23])=[O:20])=[C:4]([F:24])[CH:3]=1.[B:25]1([B:25]2[O:29][C:28]([CH3:31])([CH3:30])[C:27]([CH3:33])([CH3:32])[O:26]2)[O:29][C:28]([CH3:31])([CH3:30])[C:27]([CH3:33])([CH3:32])[O:26]1.C([O-])(=O)C.[K+]. (3) Reactant: [Cl:1][C:2]1[N:7]=[C:6](Cl)[C:5]2=[C:9]([C:12]3[CH:17]=[CH:16][CH:15]=[CH:14][CH:13]=3)[CH:10]=[CH:11][N:4]2[N:3]=1.CCN(C(C)C)C(C)C.[CH2:27]([NH2:34])[C:28]1[CH:33]=[CH:32][CH:31]=[CH:30][CH:29]=1. Product: [CH2:27]([NH:34][C:6]1[C:5]2=[C:9]([C:12]3[CH:17]=[CH:16][CH:15]=[CH:14][CH:13]=3)[CH:10]=[CH:11][N:4]2[N:3]=[C:2]([Cl:1])[N:7]=1)[C:28]1[CH:33]=[CH:32][CH:31]=[CH:30][CH:29]=1. The catalyst class is: 1. (4) Reactant: O=[C:2]([C:6]1[CH:11]=[CH:10][CH:9]=[CH:8][CH:7]=1)[CH2:3][C:4]#[N:5].S(O)(O)(=O)=O.[NH2:17][OH:18].[OH-].[Na+]. Product: [C:6]1([C:2]2[CH:3]=[C:4]([NH2:5])[O:18][N:17]=2)[CH:11]=[CH:10][CH:9]=[CH:8][CH:7]=1. The catalyst class is: 8.